Dataset: NCI-60 drug combinations with 297,098 pairs across 59 cell lines. Task: Regression. Given two drug SMILES strings and cell line genomic features, predict the synergy score measuring deviation from expected non-interaction effect. (1) Drug 1: C1=CC(=CC=C1C#N)C(C2=CC=C(C=C2)C#N)N3C=NC=N3. Drug 2: CC1C(C(CC(O1)OC2CC(OC(C2O)C)OC3=CC4=CC5=C(C(=O)C(C(C5)C(C(=O)C(C(C)O)O)OC)OC6CC(C(C(O6)C)O)OC7CC(C(C(O7)C)O)OC8CC(C(C(O8)C)O)(C)O)C(=C4C(=C3C)O)O)O)O. Cell line: EKVX. Synergy scores: CSS=24.5, Synergy_ZIP=-2.36, Synergy_Bliss=-0.0174, Synergy_Loewe=-14.9, Synergy_HSA=-1.97. (2) Drug 1: CCC1=CC2CC(C3=C(CN(C2)C1)C4=CC=CC=C4N3)(C5=C(C=C6C(=C5)C78CCN9C7C(C=CC9)(C(C(C8N6C)(C(=O)OC)O)OC(=O)C)CC)OC)C(=O)OC.C(C(C(=O)O)O)(C(=O)O)O. Drug 2: C1=CC(=CC=C1CC(C(=O)O)N)N(CCCl)CCCl.Cl. Cell line: MDA-MB-435. Synergy scores: CSS=21.7, Synergy_ZIP=-1.36, Synergy_Bliss=-16.8, Synergy_Loewe=-53.3, Synergy_HSA=-19.4. (3) Drug 1: C1=CN(C(=O)N=C1N)C2C(C(C(O2)CO)O)O.Cl. Drug 2: CNC(=O)C1=NC=CC(=C1)OC2=CC=C(C=C2)NC(=O)NC3=CC(=C(C=C3)Cl)C(F)(F)F. Cell line: TK-10. Synergy scores: CSS=16.6, Synergy_ZIP=-0.885, Synergy_Bliss=7.02, Synergy_Loewe=-11.6, Synergy_HSA=2.91. (4) Drug 2: CC(CN1CC(=O)NC(=O)C1)N2CC(=O)NC(=O)C2. Synergy scores: CSS=24.9, Synergy_ZIP=-5.23, Synergy_Bliss=-1.78, Synergy_Loewe=-0.474, Synergy_HSA=-0.375. Cell line: A498. Drug 1: CC(C1=C(C=CC(=C1Cl)F)Cl)OC2=C(N=CC(=C2)C3=CN(N=C3)C4CCNCC4)N. (5) Drug 1: CS(=O)(=O)C1=CC(=C(C=C1)C(=O)NC2=CC(=C(C=C2)Cl)C3=CC=CC=N3)Cl. Synergy scores: CSS=9.87, Synergy_ZIP=-4.22, Synergy_Bliss=3.10, Synergy_Loewe=-9.25, Synergy_HSA=2.25. Cell line: SK-OV-3. Drug 2: CC1=C(C(=O)C2=C(C1=O)N3CC4C(C3(C2COC(=O)N)OC)N4)N. (6) Drug 1: C1=CN(C(=O)N=C1N)C2C(C(C(O2)CO)O)O.Cl. Drug 2: CC1C(C(CC(O1)OC2CC(OC(C2O)C)OC3=CC4=CC5=C(C(=O)C(C(C5)C(C(=O)C(C(C)O)O)OC)OC6CC(C(C(O6)C)O)OC7CC(C(C(O7)C)O)OC8CC(C(C(O8)C)O)(C)O)C(=C4C(=C3C)O)O)O)O. Cell line: K-562. Synergy scores: CSS=53.0, Synergy_ZIP=-1.94, Synergy_Bliss=-4.57, Synergy_Loewe=-4.30, Synergy_HSA=-3.33. (7) Drug 1: C1=CN(C=N1)CC(O)(P(=O)(O)O)P(=O)(O)O. Drug 2: C1C(C(OC1N2C=NC(=NC2=O)N)CO)O. Cell line: SF-268. Synergy scores: CSS=3.82, Synergy_ZIP=0.145, Synergy_Bliss=1.62, Synergy_Loewe=0.135, Synergy_HSA=0.536. (8) Drug 1: C1CCC(CC1)NC(=O)N(CCCl)N=O. Drug 2: CC12CCC3C(C1CCC2O)C(CC4=C3C=CC(=C4)O)CCCCCCCCCS(=O)CCCC(C(F)(F)F)(F)F. Cell line: HT29. Synergy scores: CSS=3.19, Synergy_ZIP=-6.19, Synergy_Bliss=-2.41, Synergy_Loewe=-4.56, Synergy_HSA=-3.31.